The task is: Predict the reactants needed to synthesize the given product.. This data is from Full USPTO retrosynthesis dataset with 1.9M reactions from patents (1976-2016). (1) Given the product [CH2:10]([O:9][C:7]([NH:6]/[C:5](=[CH:29]\[C:25]1[S:26][CH:27]=[CH:28][C:24]=1[CH3:23])/[C:3]([O:2][CH3:1])=[O:4])=[O:8])[C:11]1[CH:12]=[CH:13][CH:14]=[CH:15][CH:16]=1, predict the reactants needed to synthesize it. The reactants are: [CH3:1][O:2][C:3]([CH:5](P(OC)(OC)=O)[NH:6][C:7]([O:9][CH2:10][C:11]1[CH:16]=[CH:15][CH:14]=[CH:13][CH:12]=1)=[O:8])=[O:4].[CH3:23][C:24]1[CH:28]=[CH:27][S:26][C:25]=1[CH:29]=O.C1CCN2C(=NCCC2)CC1. (2) Given the product [N:1]1([C:6]2[CH:7]=[C:8]([NH:12][C:13]([CH:15]3[CH2:21][CH2:20][O:19][C:18]4[CH:22]=[CH:23][CH:24]=[CH:25][C:17]=4[CH2:16]3)=[O:14])[CH:9]=[CH:10][CH:11]=2)[CH:5]=[CH:4][N:3]=[CH:2]1, predict the reactants needed to synthesize it. The reactants are: [N:1]1([C:6]2[CH:7]=[C:8]([NH:12][C:13]([C:15]3[CH2:21][CH2:20][O:19][C:18]4[CH:22]=[CH:23][CH:24]=[CH:25][C:17]=4[CH:16]=3)=[O:14])[CH:9]=[CH:10][CH:11]=2)[CH:5]=[CH:4][N:3]=[CH:2]1. (3) Given the product [I:1][C:2]1[CH:14]=[CH:13][C:5]2[N:6]=[C:7]([N:15]3[CH2:19][CH2:18][C@H:17]([OH:20])[CH2:16]3)[S:8][C:4]=2[CH:3]=1, predict the reactants needed to synthesize it. The reactants are: [I:1][C:2]1[CH:14]=[CH:13][C:5]2[N:6]=[C:7](S(C)(=O)=O)[S:8][C:4]=2[CH:3]=1.[NH:15]1[CH2:19][CH2:18][C@H:17]([OH:20])[CH2:16]1.C(=O)([O-])[O-].[K+].[K+].O. (4) Given the product [C:1]([C:3]1[C:4]([C:18]([F:21])([F:20])[F:19])=[C:5]2[C:9](=[CH:10][CH:11]=1)[N:8]([CH:12]([CH3:17])[C:13]([OH:15])=[O:14])[CH:7]=[CH:6]2)#[N:2], predict the reactants needed to synthesize it. The reactants are: [C:1]([C:3]1[C:4]([C:18]([F:21])([F:20])[F:19])=[C:5]2[C:9](=[CH:10][CH:11]=1)[N:8]([CH:12]([CH3:17])[C:13]([O:15]C)=[O:14])[CH:7]=[CH:6]2)#[N:2].[OH-].[Na+].